This data is from Forward reaction prediction with 1.9M reactions from USPTO patents (1976-2016). The task is: Predict the product of the given reaction. (1) Given the reactants [CH:1]1([N:6]2[CH2:12][C:11]([F:14])([F:13])[C:10](=[O:15])[N:9]([CH3:16])[C:8]3[CH:17]=[N:18][C:19]([NH:21][C:22]4[C:30]([F:31])=[CH:29][C:25]([C:26]([OH:28])=O)=[C:24]([F:32])[CH:23]=4)=[N:20][C:7]2=3)[CH2:5][CH2:4][CH2:3][CH2:2]1.ON1C2C=CC=CC=2N=N1.F[P-](F)(F)(F)(F)F.CN(C(N(C)C)=[N+]1C2C=CC=CC=2[N+]([O-])=N1)C.C(N(C(C)C)CC)(C)C.[CH3:76][N:77]([CH3:82])[CH2:78][CH2:79][CH2:80][NH2:81], predict the reaction product. The product is: [CH:1]1([N:6]2[CH2:12][C:11]([F:13])([F:14])[C:10](=[O:15])[N:9]([CH3:16])[C:8]3[CH:17]=[N:18][C:19]([NH:21][C:22]4[C:30]([F:31])=[CH:29][C:25]([C:26]([NH:81][CH2:80][CH2:79][CH2:78][N:77]([CH3:82])[CH3:76])=[O:28])=[C:24]([F:32])[CH:23]=4)=[N:20][C:7]2=3)[CH2:5][CH2:4][CH2:3][CH2:2]1. (2) The product is: [CH3:1][O:2][C:3](=[O:15])[C:4]1[CH:9]=[C:8]([N:18]([CH3:19])[CH3:17])[CH:7]=[CH:6][C:5]=1[C:11]([F:14])([F:13])[F:12]. Given the reactants [CH3:1][O:2][C:3](=[O:15])[C:4]1[CH:9]=[C:8](F)[CH:7]=[CH:6][C:5]=1[C:11]([F:14])([F:13])[F:12].Cl.[CH3:17][NH:18][CH3:19].C(=O)([O-])[O-].[K+].[K+], predict the reaction product. (3) Given the reactants [Cl:1][C:2]1[C:3]([O:12][C:13]2[CH:18]=[C:17]([O:19][CH2:20][CH2:21][O:22][CH3:23])[CH:16]=[CH:15][C:14]=2[CH2:24][OH:25])=[N:4][CH:5]=[C:6]([C:8]([F:11])([F:10])[F:9])[CH:7]=1.Cl[S:27]([N:30]=[C:31]=[O:32])(=[O:29])=[O:28].[NH:33]1[CH2:38][CH2:37][O:36][CH2:35][CH2:34]1.Cl, predict the reaction product. The product is: [N:33]1([S:27]([NH:30][C:31](=[O:32])[O:25][CH2:24][C:14]2[CH:15]=[CH:16][C:17]([O:19][CH2:20][CH2:21][O:22][CH3:23])=[CH:18][C:13]=2[O:12][C:3]2[C:2]([Cl:1])=[CH:7][C:6]([C:8]([F:9])([F:11])[F:10])=[CH:5][N:4]=2)(=[O:29])=[O:28])[CH2:38][CH2:37][O:36][CH2:35][CH2:34]1. (4) Given the reactants NC1C(OC)=CC2C(=O)N(C)CCCC=2C=1.[NH2:17][C:18]1[C:23]2[C:24](=[O:30])[N:25]([CH3:29])[CH2:26][CH2:27][CH2:28][C:22]=2[CH:21]=[CH:20][C:19]=1[O:31][CH3:32].Cl.COCCO.Cl[C:40]1[N:45]=[C:44]([NH:46][C:47]2[CH:56]=[CH:55][CH:54]=[CH:53][C:48]=2[C:49]([NH:51][CH3:52])=[O:50])[C:43]([Cl:57])=[CH:42][N:41]=1, predict the reaction product. The product is: [Cl:57][C:43]1[C:44]([NH:46][C:47]2[CH:56]=[CH:55][CH:54]=[CH:53][C:48]=2[C:49]([NH:51][CH3:52])=[O:50])=[N:45][C:40]([NH:17][C:18]2[C:23]3[C:24](=[O:30])[N:25]([CH3:29])[CH2:26][CH2:27][CH2:28][C:22]=3[CH:21]=[CH:20][C:19]=2[O:31][CH3:32])=[N:41][CH:42]=1. (5) Given the reactants [NH2:1][C:2]1[C:11]2[N:10]=[CH:9][C:8]([CH2:12][CH2:13][C:14]3[CH:19]=[CH:18][C:17]([OH:20])=[CH:16][CH:15]=3)=[CH:7][C:6]=2[C:5]2[CH:21]=[CH:22][C:23]([CH3:25])=[CH:24][C:4]=2[N:3]=1.[H-].[Na+].Br[CH2:29][CH2:30][CH2:31][CH2:32][C:33]([O:35][CH2:36][CH3:37])=[O:34], predict the reaction product. The product is: [NH2:1][C:2]1[C:11]2[N:10]=[CH:9][C:8]([CH2:12][CH2:13][C:14]3[CH:15]=[CH:16][C:17]([O:20][CH2:29][CH2:30][CH2:31][CH2:32][C:33]([O:35][CH2:36][CH3:37])=[O:34])=[CH:18][CH:19]=3)=[CH:7][C:6]=2[C:5]2[CH:21]=[CH:22][C:23]([CH3:25])=[CH:24][C:4]=2[N:3]=1. (6) The product is: [CH3:24][C:25]1([CH3:41])[C:33]2[C:28](=[CH:29][CH:30]=[CH:31][CH:32]=2)[CH:27]([N:34]2[C:38]([CH:39]=[CH2:2])=[CH:37][N:36]=[CH:35]2)[CH2:26]1. Given the reactants [Br-].[CH3:2][P+](C1C=CC=CC=1)(C1C=CC=CC=1)C1C=CC=CC=1.[NH2-].[Na+].[CH3:24][C:25]1([CH3:41])[C:33]2[C:28](=[CH:29][CH:30]=[CH:31][CH:32]=2)[CH:27]([N:34]2[C:38]([CH:39]=O)=[CH:37][N:36]=[CH:35]2)[CH2:26]1, predict the reaction product.